Dataset: Reaction yield outcomes from USPTO patents with 853,638 reactions. Task: Predict the reaction yield, written as a fraction of the theoretical maximum amount of product (1.0 means a 100% yield; for example, 0.34 means a 34% yield). (1) The reactants are [CH3:1][C:2]1([CH3:14])[C:6]([CH3:8])([CH3:7])[O:5][B:4]([C:9]2[CH:10]=[N:11][NH:12][CH:13]=2)[O:3]1.[C:15]([CH:17]=[C:18]1[CH2:21][N:20]([C:22]([O:24][C:25]([CH3:28])([CH3:27])[CH3:26])=[O:23])[CH2:19]1)#[N:16].N12CCCN=C1CCCCC2. The catalyst is C(#N)C. The product is [C:15]([CH2:17][C:18]1([N:12]2[CH:13]=[C:9]([B:4]3[O:5][C:6]([CH3:7])([CH3:8])[C:2]([CH3:14])([CH3:1])[O:3]3)[CH:10]=[N:11]2)[CH2:21][N:20]([C:22]([O:24][C:25]([CH3:28])([CH3:27])[CH3:26])=[O:23])[CH2:19]1)#[N:16]. The yield is 0.880. (2) The reactants are [F:1][C:2]([F:13])([F:12])[C:3]1[N:8]=[CH:7][C:6]([CH2:9][C:10]#[N:11])=[CH:5][CH:4]=1.[CH3:14][N:15]1[C:19]2[CH:20]=[CH:21][C:22]([N+]([O-])=O)=[CH:23][C:18]=2[N:17]([CH3:27])[C:16]1=[O:28]. The catalyst is CO.[Pd]. The product is [CH3:27][N:17]1[C:18]2[CH:23]=[CH:22][C:21]([NH:11][CH2:10][CH2:9][C:6]3[CH:7]=[N:8][C:3]([C:2]([F:12])([F:1])[F:13])=[CH:4][CH:5]=3)=[CH:20][C:19]=2[N:15]([CH3:14])[C:16]1=[O:28]. The yield is 0.250. (3) The reactants are FC(F)(F)C(O)=O.[CH:8]1([C:14]2[C:15]3[CH:16]=[CH:17][C:18]([C:38]([O:40]C(C)(C)C)=[O:39])=[CH:19][C:20]=3[N:21]3[CH2:27][C:26]([C:28]([O:30][CH3:31])=[O:29])=[CH:25][C:24]4[CH:32]=[C:33]([O:36][CH3:37])[CH:34]=[CH:35][C:23]=4[C:22]=23)[CH2:13][CH2:12][CH2:11][CH2:10][CH2:9]1. The catalyst is ClC(Cl)C. The product is [CH:8]1([C:14]2[C:15]3[CH:16]=[CH:17][C:18]([C:38]([OH:40])=[O:39])=[CH:19][C:20]=3[N:21]3[CH2:27][C:26]([C:28]([O:30][CH3:31])=[O:29])=[CH:25][C:24]4[CH:32]=[C:33]([O:36][CH3:37])[CH:34]=[CH:35][C:23]=4[C:22]=23)[CH2:13][CH2:12][CH2:11][CH2:10][CH2:9]1. The yield is 0.940. (4) The reactants are [CH3:1][C:2]([S:8][C:9]1[CH:14]=[CH:13][CH:12]=[CH:11][CH:10]=1)([CH3:7])[C:3]([O:5]C)=[O:4].O.[OH-].[Li+]. The catalyst is C1COCC1.CO. The product is [CH3:7][C:2]([S:8][C:9]1[CH:14]=[CH:13][CH:12]=[CH:11][CH:10]=1)([CH3:1])[C:3]([OH:5])=[O:4]. The yield is 0.971. (5) The reactants are [C:1]1([CH3:11])[CH:6]=[CH:5][C:4]([S:7](Cl)(=[O:9])=[O:8])=[CH:3][CH:2]=1.[CH2:12]([N:15]([CH2:25][CH:26]=[CH2:27])[CH2:16][CH2:17][CH2:18][CH2:19][CH2:20][CH2:21][CH2:22][CH2:23][OH:24])[CH:13]=[CH2:14].N1C=CC=CC=1.O. The catalyst is C(Cl)(Cl)Cl. The product is [CH2:25]([N:15]([CH2:12][CH:13]=[CH2:14])[CH2:16][CH2:17][CH2:18][CH2:19][CH2:20][CH2:21][CH2:22][CH2:23][O:24][S:7]([C:4]1[CH:5]=[CH:6][C:1]([CH3:11])=[CH:2][CH:3]=1)(=[O:9])=[O:8])[CH:26]=[CH2:27]. The yield is 0.400.